Task: Regression. Given two drug SMILES strings and cell line genomic features, predict the synergy score measuring deviation from expected non-interaction effect.. Dataset: NCI-60 drug combinations with 297,098 pairs across 59 cell lines (1) Drug 1: CC1=CC=C(C=C1)C2=CC(=NN2C3=CC=C(C=C3)S(=O)(=O)N)C(F)(F)F. Drug 2: CC12CCC3C(C1CCC2OP(=O)(O)O)CCC4=C3C=CC(=C4)OC(=O)N(CCCl)CCCl.[Na+]. Cell line: SR. Synergy scores: CSS=12.2, Synergy_ZIP=2.06, Synergy_Bliss=-4.75, Synergy_Loewe=-5.50, Synergy_HSA=-7.40. (2) Drug 1: CCN(CC)CCNC(=O)C1=C(NC(=C1C)C=C2C3=C(C=CC(=C3)F)NC2=O)C. Drug 2: C1=NNC2=C1C(=O)NC=N2. Cell line: M14. Synergy scores: CSS=-1.46, Synergy_ZIP=-0.577, Synergy_Bliss=-1.45, Synergy_Loewe=-2.12, Synergy_HSA=-2.30. (3) Drug 1: CC1CCC2CC(C(=CC=CC=CC(CC(C(=O)C(C(C(=CC(C(=O)CC(OC(=O)C3CCCCN3C(=O)C(=O)C1(O2)O)C(C)CC4CCC(C(C4)OC)OCCO)C)C)O)OC)C)C)C)OC. Drug 2: C(=O)(N)NO. Cell line: TK-10. Synergy scores: CSS=2.29, Synergy_ZIP=-2.40, Synergy_Bliss=0.650, Synergy_Loewe=-20.1, Synergy_HSA=-2.49. (4) Drug 1: CC1=CC=C(C=C1)C2=CC(=NN2C3=CC=C(C=C3)S(=O)(=O)N)C(F)(F)F. Drug 2: N.N.Cl[Pt+2]Cl. Cell line: HCC-2998. Synergy scores: CSS=12.0, Synergy_ZIP=-1.65, Synergy_Bliss=-2.17, Synergy_Loewe=-12.5, Synergy_HSA=-4.83.